From a dataset of Forward reaction prediction with 1.9M reactions from USPTO patents (1976-2016). Predict the product of the given reaction. The product is: [Cl:1][C:2]1[C:3]([C:8]([O:10][CH3:13])=[O:9])=[N:4][S:5][C:6]=1[Cl:7]. Given the reactants [Cl:1][C:2]1[C:3]([C:8]([OH:10])=[O:9])=[N:4][S:5][C:6]=1[Cl:7].CO.[CH3:13][Si](C=[N+]=[N-])(C)C.C(O)(=O)C, predict the reaction product.